Dataset: Catalyst prediction with 721,799 reactions and 888 catalyst types from USPTO. Task: Predict which catalyst facilitates the given reaction. (1) Reactant: Br[C:2]1[CH:14]=[CH:13][C:5]([C:6]([NH:8][CH:9]=[N:10][O:11][CH3:12])=[O:7])=[C:4]([CH3:15])[CH:3]=1.[CH:16]([O-])=[O:17].[Na+]. Product: [CH:16]([C:2]1[CH:14]=[CH:13][C:5]([C:6]([NH:8][CH:9]=[N:10][O:11][CH3:12])=[O:7])=[C:4]([CH3:15])[CH:3]=1)=[O:17]. The catalyst class is: 35. (2) Reactant: Cl[C:2]1[C:11]2[C:6](=[CH:7][CH:8]=[CH:9][N:10]=2)[N:5]=[CH:4][C:3]=1[N+:12]([O-:14])=[O:13].C(N(CC)CC)C.[NH2:22][CH2:23][CH2:24][CH2:25][OH:26]. Product: [N+:12]([C:3]1[CH:4]=[N:5][C:6]2[C:11]([C:2]=1[NH:22][CH2:23][CH2:24][CH2:25][OH:26])=[N:10][CH:9]=[CH:8][CH:7]=2)([O-:14])=[O:13]. The catalyst class is: 46. (3) Reactant: Br[C:2]1[CH:11]=[CH:10][CH:9]=[C:8]2[C:3]=1[CH:4]=[CH:5][N:6]=[CH:7]2.C([Li])CCC.[C:17](OCC)(=[O:23])[C:18]([O:20][CH2:21][CH3:22])=[O:19].[NH4+].[Cl-]. Product: [CH:7]1[C:8]2[C:3](=[C:2]([C:17](=[O:23])[C:18]([O:20][CH2:21][CH3:22])=[O:19])[CH:11]=[CH:10][CH:9]=2)[CH:4]=[CH:5][N:6]=1. The catalyst class is: 266.